Predict the reactants needed to synthesize the given product. From a dataset of Full USPTO retrosynthesis dataset with 1.9M reactions from patents (1976-2016). (1) Given the product [CH3:22][N:23]([CH3:27])[C:24]([Cl:26])=[O:25].[CH3:1][O:2][C:3](=[O:14])[C@H:4]([CH2:6][C:7]1[CH:8]=[CH:9][C:10]([OH:13])=[CH:11][CH:12]=1)[NH2:5], predict the reactants needed to synthesize it. The reactants are: [CH3:1][O:2][C:3](=[O:14])[C@H:4]([CH2:6][C:7]1[CH:12]=[CH:11][C:10]([OH:13])=[CH:9][CH:8]=1)[NH2:5].C(N(CC)CC)C.[CH3:22][N:23]([CH3:27])[C:24]([Cl:26])=[O:25]. (2) Given the product [CH3:12][NH:13][C:2]1[C:7]([CH3:8])=[CH:6][C:5]([N+:9]([O-:11])=[O:10])=[CH:4][N:3]=1, predict the reactants needed to synthesize it. The reactants are: Cl[C:2]1[C:7]([CH3:8])=[CH:6][C:5]([N+:9]([O-:11])=[O:10])=[CH:4][N:3]=1.[CH3:12][NH2:13]. (3) Given the product [CH3:35][N:10]([C:11]1[CH:16]=[CH:15][C:14]([O:17][C:19]2[C:20]([CH:25]3[CH2:30][CH2:29][O:28][CH2:27][CH2:26]3)=[N:21][CH:22]=[CH:23][N:24]=2)=[CH:13][CH:12]=1)[C:2]1[S:1][C:5]2[CH:6]=[CH:7][CH:8]=[CH:9][C:4]=2[N:3]=1, predict the reactants needed to synthesize it. The reactants are: [S:1]1[C:5]2[CH:6]=[CH:7][CH:8]=[CH:9][C:4]=2[N:3]=[C:2]1[NH:10][C:11]1[CH:16]=[CH:15][C:14]([OH:17])=[CH:13][CH:12]=1.Cl[C:19]1[C:20]([C:25]2(C(OC)=O)[CH2:30][CH2:29][O:28][CH2:27][CH2:26]2)=[N:21][CH:22]=[CH:23][N:24]=1.[C:35](=O)([O-])[O-].[Cs+].[Cs+].O. (4) Given the product [NH:20]1[C:21]2[C:17](=[CH:16][CH:15]=[C:14]([N:13]=[C:5]3[C:4]4[C:8](=[CH:9][CH:10]=[C:2]([F:1])[CH:3]=4)[NH:7][C:6]3=[O:11])[CH:22]=2)[CH:18]=[N:19]1, predict the reactants needed to synthesize it. The reactants are: [F:1][C:2]1[CH:3]=[C:4]2[C:8](=[CH:9][CH:10]=1)[NH:7][C:6](=[O:11])[C:5]2=O.[NH2:13][C:14]1[CH:22]=[C:21]2[C:17]([CH:18]=[N:19][NH:20]2)=[CH:16][CH:15]=1. (5) Given the product [C:1]([C:3]1[C:12]2[C:7](=[CH:8][CH:9]=[C:10]([O:13][C:14]3[CH:15]=[CH:16][CH:17]=[CH:18][CH:19]=3)[CH:11]=2)[C:6]([OH:20])=[C:5]([C:21]([NH:23][C@H:24]([CH2:31][C:32]2[CH:37]=[CH:36][CH:35]=[CH:34][CH:33]=2)[C@@H:25]([OH:30])[C:26]([OH:28])=[O:27])=[O:22])[N:4]=1)#[N:2], predict the reactants needed to synthesize it. The reactants are: [C:1]([C:3]1[C:12]2[C:7](=[CH:8][CH:9]=[C:10]([O:13][C:14]3[CH:19]=[CH:18][CH:17]=[CH:16][CH:15]=3)[CH:11]=2)[C:6]([OH:20])=[C:5]([C:21]([NH:23][C@H:24]([CH2:31][C:32]2[CH:37]=[CH:36][CH:35]=[CH:34][CH:33]=2)[C@@H:25]([OH:30])[C:26]([O:28]C)=[O:27])=[O:22])[N:4]=1)#[N:2].O.CCOC(C)=O.Cl. (6) Given the product [C:17]([N:14]1[CH2:13][CH2:12][N:11]([C:8]2[CH:9]=[CH:10][C:5]([OH:4])=[CH:6][C:7]=2[Br:20])[CH2:16][CH2:15]1)(=[O:19])[CH3:18], predict the reactants needed to synthesize it. The reactants are: C([O:4][C:5]1[CH:10]=[CH:9][C:8]([N:11]2[CH2:16][CH2:15][N:14]([C:17](=[O:19])[CH3:18])[CH2:13][CH2:12]2)=[C:7]([Br:20])[CH:6]=1)(=O)C.[OH-].[Na+]. (7) Given the product [CH3:10][C:11]([CH3:15])([CH3:14])[CH2:12][NH:13][C:2]1[CH:7]=[C:6]([CH3:8])[N:5]=[C:4]([CH3:9])[N:3]=1, predict the reactants needed to synthesize it. The reactants are: Cl[C:2]1[CH:7]=[C:6]([CH3:8])[N:5]=[C:4]([CH3:9])[N:3]=1.[CH3:10][C:11]([CH3:15])([CH3:14])[CH2:12][NH2:13].C(N(CC)CC)C.CN1C(=O)CCC1.